From a dataset of Full USPTO retrosynthesis dataset with 1.9M reactions from patents (1976-2016). Predict the reactants needed to synthesize the given product. (1) Given the product [CH3:3][CH:2]([N:4]([C:16](=[O:17])[C:15]([F:26])([F:25])[F:14])[C:5]1[CH:9]=[CH:8][S:7][C:6]=1[C:10]([O:12][CH3:13])=[O:11])[CH3:1], predict the reactants needed to synthesize it. The reactants are: [CH3:1][CH:2]([NH:4][C:5]1[CH:9]=[CH:8][S:7][C:6]=1[C:10]([O:12][CH3:13])=[O:11])[CH3:3].[F:14][C:15]([F:26])([F:25])[C:16](O[C:16](=[O:17])[C:15]([F:26])([F:25])[F:14])=[O:17]. (2) Given the product [N:21]1[C:22]2[C:27](=[CH:26][CH:25]=[CH:24][CH:23]=2)[CH:28]=[CH:29][C:20]=1[N:17]1[CH2:18][CH2:19][CH:14]([O:13][C:8]2[C:7]([N:1]3[CH2:2][CH2:3][N:4]([C:37](=[O:39])[CH3:38])[CH2:5][CH2:6]3)=[N:12][CH:11]=[CH:10][N:9]=2)[CH2:15][CH2:16]1, predict the reactants needed to synthesize it. The reactants are: [N:1]1([C:7]2[C:8]([O:13][CH:14]3[CH2:19][CH2:18][N:17]([C:20]4[CH:29]=[CH:28][C:27]5[C:22](=[CH:23][CH:24]=[CH:25][CH:26]=5)[N:21]=4)[CH2:16][CH2:15]3)=[N:9][CH:10]=[CH:11][N:12]=2)[CH2:6][CH2:5][NH:4][CH2:3][CH2:2]1.CCN(CC)CC.[C:37](Cl)(=[O:39])[CH3:38]. (3) Given the product [NH2:26][C@@H:21]([CH2:22][CH:23]([CH3:25])[CH3:24])[CH2:20][O:19][C:16]1[CH:17]=[CH:18][C:13]2[C:12]3[C:7](=[CH:8][N:9]=[CH:10][CH:11]=3)[C:6](=[O:34])[N:5]([CH2:4][CH2:3][O:2][CH3:1])[C:14]=2[CH:15]=1, predict the reactants needed to synthesize it. The reactants are: [CH3:1][O:2][CH2:3][CH2:4][N:5]1[C:14]2[CH:15]=[C:16]([O:19][CH2:20][C@@H:21]([NH:26]C(=O)OC(C)(C)C)[CH2:22][CH:23]([CH3:25])[CH3:24])[CH:17]=[CH:18][C:13]=2[C:12]2[C:7](=[CH:8][N:9]=[CH:10][CH:11]=2)[C:6]1=[O:34].Cl.O1CCOCC1. (4) Given the product [Cl:22][C:23]1[N:28]=[C:27]([C:2]2[N:3]=[C:4]([C:12]3[CH:17]=[CH:16][C:15]([C:18]([F:21])([F:20])[F:19])=[CH:14][CH:13]=3)[CH:5]=[C:6]([C:8]([F:11])([F:10])[F:9])[N:7]=2)[CH:26]=[CH:25][N:24]=1, predict the reactants needed to synthesize it. The reactants are: I[C:2]1[N:7]=[C:6]([C:8]([F:11])([F:10])[F:9])[CH:5]=[C:4]([C:12]2[CH:17]=[CH:16][C:15]([C:18]([F:21])([F:20])[F:19])=[CH:14][CH:13]=2)[N:3]=1.[Cl:22][C:23]1[N:28]=[C:27](Cl)[CH:26]=[CH:25][N:24]=1. (5) Given the product [NH2:1][C:2]1[C:3]([C:14]([OH:16])=[O:15])=[CH:4][C:5]([Br:13])=[C:6]2[C:11]=1[N:10]([CH3:12])[CH2:9][CH2:8][CH2:7]2, predict the reactants needed to synthesize it. The reactants are: [NH2:1][C:2]1[C:3]([C:14]([O:16]C)=[O:15])=[CH:4][C:5]([Br:13])=[C:6]2[C:11]=1[N:10]([CH3:12])[CH2:9][CH2:8][CH2:7]2.[Li+].[OH-]. (6) Given the product [CH3:32][O:33][C@H:28]1[CH2:29][CH2:30][C@H:25]([N:11]([CH2:10][CH2:9][CH2:8][C:4]2[CH:3]=[CH:2][CH:7]=[CH:6][CH:5]=2)[C:12](=[O:24])[NH:13][C:14]2[S:15][C:16]([S:19][CH2:20][C:21]([OH:23])=[O:22])=[CH:17][N:18]=2)[CH2:26][CH2:27]1, predict the reactants needed to synthesize it. The reactants are: Cl[C:2]1[CH:3]=[C:4]([CH2:8][CH2:9][CH2:10][N:11]([C@H:25]2[CH2:30][CH2:29][C@H:28](C)[CH2:27][CH2:26]2)[C:12](=[O:24])[NH:13][C:14]2[S:15][C:16]([S:19][CH2:20][C:21]([OH:23])=[O:22])=[CH:17][N:18]=2)[CH:5]=[CH:6][CH:7]=1.[CH3:32][O:33][C@H]1CC[C@H](N)CC1.C1(CCC(O)=O)C=CC=CC=1.C(OC(=O)CSC1SC(N)=NC=1)C. (7) The reactants are: [CH3:1][O:2][C:3]1[CH:8]=[C:7]([O:9][CH3:10])[CH:6]=[C:5]([O:11][CH3:12])[C:4]=1[C:13]1[CH:18]=[C:17]([C:19](OCC)=[O:20])[N:16]=[C:15]([C:24]([O:26][CH2:27][CH3:28])=[O:25])[CH:14]=1.[BH4-].[Na+].Cl. Given the product [CH2:27]([O:26][C:24]([C:15]1[CH:14]=[C:13]([C:4]2[C:3]([O:2][CH3:1])=[CH:8][C:7]([O:9][CH3:10])=[CH:6][C:5]=2[O:11][CH3:12])[CH:18]=[C:17]([CH2:19][OH:20])[N:16]=1)=[O:25])[CH3:28], predict the reactants needed to synthesize it.